From a dataset of Reaction yield outcomes from USPTO patents with 853,638 reactions. Predict the reaction yield, written as a fraction of the theoretical maximum amount of product (1.0 means a 100% yield; for example, 0.34 means a 34% yield). (1) The catalyst is ClCCl. The yield is 0.580. The reactants are [NH2:1][C:2]1[CH:7]=[CH:6][CH:5]=[CH:4][C:3]=1[C:8](=[O:10])[CH3:9].C1C(=O)N([Br:18])C(=O)C1.OS(O)(=O)=O.O. The product is [NH2:1][C:2]1[CH:7]=[CH:6][C:5]([Br:18])=[CH:4][C:3]=1[C:8](=[O:10])[CH3:9]. (2) The reactants are [CH3:1][C:2]([O:5][C:6]([NH:8][CH2:9][C:10]1([OH:24])[CH2:13][N:12]([C:14]([O:16]CC2C=CC=CC=2)=O)[CH2:11]1)=[O:7])([CH3:4])[CH3:3].CCN(C(C)C)C(C)C.[F:34][C:35]1[C:36]([NH:45][C:46]2[CH:51]=[CH:50][C:49]([I:52])=[CH:48][C:47]=2[F:53])=[C:37]([CH:41]=[CH:42][C:43]=1[F:44])C(F)=O. The catalyst is [Pd].CO. The product is [F:34][C:35]1[C:36]([NH:45][C:46]2[CH:51]=[CH:50][C:49]([I:52])=[CH:48][C:47]=2[F:53])=[C:37]([C:14]([N:12]2[CH2:11][C:10]([CH2:9][NH:8][C:6](=[O:7])[O:5][C:2]([CH3:1])([CH3:3])[CH3:4])([OH:24])[CH2:13]2)=[O:16])[CH:41]=[CH:42][C:43]=1[F:44]. The yield is 0.660. (3) The reactants are [Cl:1][C:2]1[CH:7]=[C:6]([N+:8]([O-])=O)[CH:5]=[C:4]([Cl:11])[C:3]=1[O:12][CH2:13][C:14]([F:17])([F:16])[F:15].Cl[Sn]Cl.[OH-].[Na+].CC(=O)OCC. The catalyst is CO.Cl. The product is [Cl:1][C:2]1[CH:7]=[C:6]([CH:5]=[C:4]([Cl:11])[C:3]=1[O:12][CH2:13][C:14]([F:15])([F:16])[F:17])[NH2:8]. The yield is 0.940. (4) The reactants are [F:1][C:2]1[CH:3]=[C:4]([NH:9][N:10]=[C:11]([C:14]#[N:15])[C:12]#[N:13])[CH:5]=[CH:6][C:7]=1[F:8].FC1C=C(C=CC=1F)N.C(#N)CC#N.O.[NH2:31][NH2:32]. No catalyst specified. The product is [NH2:15][C:14]1[C:11](=[N:10][NH:9][C:4]2[CH:5]=[CH:6][C:7]([F:8])=[C:2]([F:1])[CH:3]=2)[C:12]([NH2:13])=[N:32][N:31]=1. The yield is 0.380. (5) The reactants are [C:1]([CH2:3][C:4]1([N:18]2[CH:22]=[C:21]([C:23]3[CH:28]=[CH:27][N:26]=[C:25]4[N:29]([CH2:32][O:33][CH2:34][CH2:35][Si:36]([CH3:39])([CH3:38])[CH3:37])[CH:30]=[CH:31][C:24]=34)[CH:20]=[N:19]2)[CH2:7][N:6]([C:8]2[N:9]=[CH:10][C:11]([C:14]([O:16]C)=[O:15])=[N:12][CH:13]=2)[CH2:5]1)#[N:2].O.[OH-].[Li+].Cl. The catalyst is CO.C1COCC1.O. The product is [C:1]([CH2:3][C:4]1([N:18]2[CH:22]=[C:21]([C:23]3[CH:28]=[CH:27][N:26]=[C:25]4[N:29]([CH2:32][O:33][CH2:34][CH2:35][Si:36]([CH3:37])([CH3:39])[CH3:38])[CH:30]=[CH:31][C:24]=34)[CH:20]=[N:19]2)[CH2:7][N:6]([C:8]2[N:9]=[CH:10][C:11]([C:14]([OH:16])=[O:15])=[N:12][CH:13]=2)[CH2:5]1)#[N:2]. The yield is 0.790. (6) The reactants are [C:1]([NH:4][C:5]([C:7]1[CH:8]=[CH:9][C:10]2[C:16]3[C:17]([CH3:20])=[N:18][O:19][C:15]=3[C@H:14]([CH2:21][C:22]([O:24][C:25]([CH3:28])([CH3:27])[CH3:26])=[O:23])[NH:13][C:12](=[O:29])[C:11]=2[CH:30]=1)=[O:6])(=[NH:3])[CH3:2].CCCC[N+](CCCC)(CCCC)CCCC.[F-]. The catalyst is CC#N. The product is [CH3:20][C:17]1[C:16]2[C:10]3[CH:9]=[CH:8][C:7]([C:5]4[O:6][N:3]=[C:1]([CH3:2])[N:4]=4)=[CH:30][C:11]=3[C:12](=[O:29])[NH:13][C@@H:14]([CH2:21][C:22]([O:24][C:25]([CH3:26])([CH3:28])[CH3:27])=[O:23])[C:15]=2[O:19][N:18]=1. The yield is 0.700. (7) The reactants are CO[C:3](=[O:36])[C:4]1[CH:9]=[C:8]([Cl:10])[C:7]([O:11][CH3:12])=[CH:6][C:5]=1[O:13][CH2:14][CH2:15][NH:16][CH2:17][C:18]1([O:32][C:33](=[O:35])C)[CH2:23][CH2:22][N:21]([CH2:24][C:25]2[CH:30]=[CH:29][C:28]([F:31])=[CH:27][CH:26]=2)[CH2:20][CH2:19]1.[CH3:37][NH2:38]. The catalyst is C(O)C. The product is [Cl:10][C:8]1[C:7]([O:11][CH3:12])=[CH:6][C:5]([O:13][CH2:14][CH2:15][N:16]2[CH2:17][C:18]3([CH2:23][CH2:22][N:21]([CH2:24][C:25]4[CH:30]=[CH:29][C:28]([F:31])=[CH:27][CH:26]=4)[CH2:20][CH2:19]3)[O:32][C:33]2=[O:35])=[C:4]([CH:9]=1)[C:3]([NH:38][CH3:37])=[O:36]. The yield is 0.494. (8) The reactants are Cl.[NH2:2][C:3]([NH2:5])=[NH:4].C[O-:7].[Na+].[N:9]1[C:18]2[C:13](=[C:14]([N:19]3[C:23]([CH:24]4[CH2:26][CH2:25]4)=[C:22]([C:27]([O:29]CC)=[O:28])[CH:21]=[N:20]3)[CH:15]=[CH:16][CH:17]=2)[CH:12]=[CH:11][CH:10]=1. The catalyst is C(O)C. The product is [OH2:28].[OH2:7].[N:9]1[C:18]2[C:13](=[C:14]([N:19]3[C:23]([CH:24]4[CH2:25][CH2:26]4)=[C:22]([C:27]([NH:4][C:3]([NH2:5])=[NH:2])=[O:29])[CH:21]=[N:20]3)[CH:15]=[CH:16][CH:17]=2)[CH:12]=[CH:11][CH:10]=1. The yield is 0.760. (9) The reactants are [Cl:1][C:2]1[CH:3]=[C:4]([C@H:9]2[C@H:14]([N:15]([C:17]([C:19]3[CH:24]=[CH:23][C:22]([O:25][CH3:26])=[CH:21][CH:20]=3)=[O:18])[CH3:16])[CH2:13][CH2:12][N:11](C(OC(C)(C)C)=O)[CH2:10]2)[CH:5]=[CH:6][C:7]=1[Cl:8].Cl.C(OCC)(=O)C. The catalyst is C(OCC)(=O)C. The product is [ClH:1].[Cl:1][C:2]1[CH:3]=[C:4]([C@H:9]2[C@H:14]([N:15]([C:17]([C:19]3[CH:20]=[CH:21][C:22]([O:25][CH3:26])=[CH:23][CH:24]=3)=[O:18])[CH3:16])[CH2:13][CH2:12][NH:11][CH2:10]2)[CH:5]=[CH:6][C:7]=1[Cl:8]. The yield is 0.990.